Dataset: Catalyst prediction with 721,799 reactions and 888 catalyst types from USPTO. Task: Predict which catalyst facilitates the given reaction. (1) Reactant: C(O)(=O)C(C)O.C([O:9][C:10](=[O:20])[C@H:11]([CH2:13][C:14]1[CH:19]=[CH:18][CH:17]=[CH:16][CH:15]=1)[NH2:12])C. Product: [NH2:12][C@H:11]([C:10]([OH:20])=[O:9])[CH2:13][C:14]1[CH:19]=[CH:18][CH:17]=[CH:16][CH:15]=1. The catalyst class is: 32. (2) Reactant: [CH3:1][CH:2]1[NH:7][CH2:6][CH2:5][N:4]([C:8]([O:10][C:11]([CH3:14])([CH3:13])[CH3:12])=[O:9])[CH2:3]1.[C:15]1([C:21]2[CH:28]=[CH:27][C:24]([CH:25]=O)=[CH:23][CH:22]=2)[CH:20]=[CH:19][CH:18]=[CH:17][CH:16]=1.C(O[BH-](OC(=O)C)OC(=O)C)(=O)C.[Na+].ClCCCl. Product: [CH3:1][CH:2]1[N:7]([CH2:25][C:24]2[CH:27]=[CH:28][C:21]([C:15]3[CH:16]=[CH:17][CH:18]=[CH:19][CH:20]=3)=[CH:22][CH:23]=2)[CH2:6][CH2:5][N:4]([C:8]([O:10][C:11]([CH3:13])([CH3:12])[CH3:14])=[O:9])[CH2:3]1. The catalyst class is: 4.